From a dataset of Full USPTO retrosynthesis dataset with 1.9M reactions from patents (1976-2016). Predict the reactants needed to synthesize the given product. (1) Given the product [C:11]([C:2]1[CH:3]=[C:4]2[C:9](=[C:22]([OH:25])[CH:28]=1)[O:8][C:7]([CH3:18])([CH3:19])[CH2:6][C:5]2([CH3:20])[CH3:21])#[CH:10], predict the reactants needed to synthesize it. The reactants are: Br[C:2]1[CH:3]=[C:4]2[C:9](=[C:10](C#C[Si](C)(C)C)[CH:11]=1)[O:8][C:7]([CH3:19])([CH3:18])[CH2:6][C:5]2([CH3:21])[CH3:20].[C:22](=[O:25])([O-])[O-].[K+].[K+].[CH3:28]O. (2) Given the product [Cl:15][C:16]1[C:17](=[O:28])[C:18]2[CH:19]=[CH:20][CH:21]=[N:22][C:23]=2[C:24](=[O:27])[C:25]=1[Cl:26].[C:12]([C:16]1[C:17]([OH:28])=[C:18]2[C:23](=[C:24]([OH:27])[C:25]=1[C:11]#[N:10])[N:22]=[CH:21][CH:20]=[CH:19]2)#[N:13], predict the reactants needed to synthesize it. The reactants are: OC1C=CC=C2[C:11]=1[N:10]=CC=C2.[C-:12]#[N:13].[K+].[Cl:15][C:16]1[C:17](=[O:28])[C:18]2[CH:19]=[CH:20][CH:21]=[N:22][C:23]=2[C:24](=[O:27])[C:25]=1[Cl:26]. (3) Given the product [Cl:1][C:2]1[N:6]2[CH:7]=[C:8]([C:15]3[CH:19]=[CH:18][N:17]([C:20]([O:22][C:23]([CH3:24])([CH3:25])[CH3:26])=[O:21])[CH:16]=3)[CH:9]=[C:10]([C:11]([F:13])([F:14])[F:12])[C:5]2=[N:4][C:3]=1[C:27]([OH:29])=[O:28], predict the reactants needed to synthesize it. The reactants are: [Cl:1][C:2]1[N:6]2[CH:7]=[C:8]([C:15]3[CH:19]=[CH:18][N:17]([C:20]([O:22][C:23]([CH3:26])([CH3:25])[CH3:24])=[O:21])[CH:16]=3)[CH:9]=[C:10]([C:11]([F:14])([F:13])[F:12])[C:5]2=[N:4][C:3]=1[C:27]([O:29]C)=[O:28].[OH-].[Na+].Cl. (4) Given the product [F:67][CH:65]([F:66])[CH2:64][O:63][C:50]1[CH:49]=[CH:48][C:47]([NH:46][C:14](=[O:15])[C:13]2[CH:17]=[C:9]([CH2:8][NH:7][C:5]([C:1]([CH3:2])([CH3:3])[CH3:4])=[O:6])[CH:10]=[CH:11][C:12]=2[C:18]([F:20])([F:19])[F:21])=[CH:62][C:51]=1[C:52]([NH:54][C:55]1[CH:60]=[CH:59][C:58]([Br:61])=[CH:57][CH:56]=1)=[O:53], predict the reactants needed to synthesize it. The reactants are: [C:1]([C:5]([NH:7][CH2:8][C:9]1[CH:10]=[CH:11][C:12]([C:18]([F:21])([F:20])[F:19])=[C:13]([CH:17]=1)[C:14](O)=[O:15])=[O:6])([CH3:4])([CH3:3])[CH3:2].CN(C(ON1N=NC2C=CC=NC1=2)=[N+](C)C)C.F[P-](F)(F)(F)(F)F.[NH2:46][C:47]1[CH:48]=[CH:49][C:50]([O:63][CH2:64][CH:65]([F:67])[F:66])=[C:51]([CH:62]=1)[C:52]([NH:54][C:55]1[CH:60]=[CH:59][C:58]([Br:61])=[CH:57][CH:56]=1)=[O:53]. (5) Given the product [CH3:1][O:2][C:3]1[CH:4]=[CH:5][C:6]([NH2:14])=[C:7]([N:9]2[CH:13]=[CH:12][CH:11]=[N:10]2)[CH:8]=1, predict the reactants needed to synthesize it. The reactants are: [CH3:1][O:2][C:3]1[CH:4]=[CH:5][C:6]([N+:14]([O-])=O)=[C:7]([N:9]2[CH:13]=[CH:12][CH:11]=[N:10]2)[CH:8]=1. (6) The reactants are: [CH3:1][O:2][C:3]1[CH:4]=[C:5]([CH:10]=[C:11](/[CH:13]=[CH:14]/[C:15]2[CH:16]=[N:17][C:18]([NH:21][C:22]3[CH:27]=[CH:26][C:25]([N:28]4[CH2:33][CH2:32][NH:31][CH2:30][CH2:29]4)=[CH:24][CH:23]=3)=[N:19][CH:20]=2)[CH:12]=1)[C:6]([O:8][CH3:9])=[O:7].Br[CH2:35][CH2:36][OH:37].C([O-])([O-])=O.[K+].[K+]. Given the product [OH:37][CH2:36][CH2:35][N:31]1[CH2:32][CH2:33][N:28]([C:25]2[CH:24]=[CH:23][C:22]([NH:21][C:18]3[N:19]=[CH:20][C:15](/[CH:14]=[CH:13]/[C:11]4[CH:10]=[C:5]([CH:4]=[C:3]([O:2][CH3:1])[CH:12]=4)[C:6]([O:8][CH3:9])=[O:7])=[CH:16][N:17]=3)=[CH:27][CH:26]=2)[CH2:29][CH2:30]1, predict the reactants needed to synthesize it.